Dataset: Reaction yield outcomes from USPTO patents with 853,638 reactions. Task: Predict the reaction yield, written as a fraction of the theoretical maximum amount of product (1.0 means a 100% yield; for example, 0.34 means a 34% yield). (1) The reactants are C(OC([N:8]1[CH2:13][CH2:12][N:11]([C:14]2[S:15][C:16]([S:19]([C:22]3[CH:23]=[N:24][CH:25]=[CH:26][CH:27]=3)(=[O:21])=[O:20])=[CH:17][N:18]=2)[CH2:10][CH2:9]1)=O)(C)(C)C.[ClH:28]. No catalyst specified. The product is [ClH:28].[N:24]1[CH:25]=[CH:26][CH:27]=[C:22]([S:19]([C:16]2[S:15][C:14]([N:11]3[CH2:10][CH2:9][NH:8][CH2:13][CH2:12]3)=[N:18][CH:17]=2)(=[O:20])=[O:21])[CH:23]=1. The yield is 0.990. (2) The reactants are Br[C:2]1[C:7]([N:8]([CH2:23][O:24][CH3:25])[S:9]([C:12]2[CH:17]=[CH:16][C:15]([Cl:18])=[C:14]([C:19]([F:22])([F:21])[F:20])[CH:13]=2)(=[O:11])=[O:10])=[CH:6][C:5]([Cl:26])=[CH:4][N:3]=1.C([Mg]Cl)(C)C.[Cl:32][C:33]1[C:44]([CH3:45])=[CH:43][CH:42]=[CH:41][C:34]=1[C:35](N(OC)C)=[O:36]. The catalyst is C1COCC1. The product is [Cl:18][C:15]1[CH:16]=[CH:17][C:12]([S:9]([N:8]([C:7]2[C:2]([C:35](=[O:36])[C:34]3[CH:41]=[CH:42][CH:43]=[C:44]([CH3:45])[C:33]=3[Cl:32])=[N:3][CH:4]=[C:5]([Cl:26])[CH:6]=2)[CH2:23][O:24][CH3:25])(=[O:11])=[O:10])=[CH:13][C:14]=1[C:19]([F:22])([F:21])[F:20]. The yield is 0.520. (3) The reactants are N1CCNCC1.[C:7]([C:11]1[N:16]=[C:15](Cl)[CH:14]=[C:13](C2CCC2)[N:12]=1)([CH3:10])([CH3:9])[CH3:8]. The catalyst is C(O)C. The product is [C:7]([C:11]1[N:16]=[CH:15][CH:14]=[CH:13][N:12]=1)([CH3:10])([CH3:9])[CH3:8]. The yield is 0.652. (4) The reactants are [O:1]1[C:5]2[CH:6]=[CH:7][C:8]([C:10]3([C:13]([NH:15][C:16]4[S:17][C:18]([CH:21]([C:28]5[CH:33]=[CH:32][CH:31]=[CH:30][C:29]=5[Cl:34])[N:22]5[CH2:26][CH2:25][C@@H:24]([OH:27])[CH2:23]5)=[CH:19][N:20]=4)=[O:14])[CH2:12][CH2:11]3)=[CH:9][C:4]=2[O:3][CH2:2]1.Cl[C:36]([O:38][C@H:39]1[CH2:44][C@@H:43]([CH3:45])[CH2:42][CH2:41][C@@H:40]1[CH:46]([CH3:48])[CH3:47])=[O:37]. The catalyst is ClCCl.CN(C)C1C=CN=CC=1.CO. The product is [C:36](=[O:37])([O:38][C@H:39]1[CH2:44][C@@H:43]([CH3:45])[CH2:42][CH2:41][C@@H:40]1[CH:46]([CH3:48])[CH3:47])[O:27][C@@H:24]1[CH2:25][CH2:26][N:22]([CH:21]([C:18]2[S:17][C:16]([NH:15][C:13]([C:10]3([C:8]4[CH:7]=[CH:6][C:5]5[O:1][CH2:2][O:3][C:4]=5[CH:9]=4)[CH2:12][CH2:11]3)=[O:14])=[N:20][CH:19]=2)[C:28]2[CH:33]=[CH:32][CH:31]=[CH:30][C:29]=2[Cl:34])[CH2:23]1. The yield is 0.491. (5) The reactants are [CH3:1][O:2][CH:3]1[CH2:8][CH2:7][CH2:6][CH:5]([NH2:9])[CH2:4]1.[CH3:10][S:11](Cl)(=[O:13])=[O:12]. The catalyst is N1C=CC=CC=1. The product is [CH3:1][O:2][CH:3]1[CH2:8][CH2:7][CH2:6][CH:5]([NH:9][S:11]([CH3:10])(=[O:13])=[O:12])[CH2:4]1. The yield is 0.440. (6) The reactants are [CH3:1][O:2][C:3]1[CH:8]=[CH:7][C:6]([O:9][CH3:10])=[CH:5][C:4]=1[CH2:11][CH2:12][NH2:13].Br[CH2:15][CH2:16][CH2:17][C:18]([O:20][CH2:21][CH3:22])=[O:19].C(N(C(C)C)CC)(C)C. No catalyst specified. The product is [CH3:1][O:2][C:3]1[CH:8]=[CH:7][C:6]([O:9][CH3:10])=[CH:5][C:4]=1[CH2:11][CH2:12][NH:13][CH2:15][CH2:16][CH2:17][C:18]([O:20][CH2:21][CH3:22])=[O:19]. The yield is 0.940.